Dataset: Cav3 T-type calcium channel HTS with 100,875 compounds. Task: Binary Classification. Given a drug SMILES string, predict its activity (active/inactive) in a high-throughput screening assay against a specified biological target. (1) The compound is S(=O)(=O)(Nc1ccc(CC)cc1)c1cc2c([nH]cc(c2=O)C(=O)N(Cc2occc2)C)cc1. The result is 0 (inactive). (2) The molecule is S1(=O)(=O)N(CCC(=O)N2CCN(CC2)c2ccccc2)C(=O)c2c1cccc2. The result is 0 (inactive). (3) The drug is O=C(N1C(Cc2c1cccc2)C)c1cc(ncc1)C(C)(C)C. The result is 0 (inactive). (4) The result is 0 (inactive). The compound is FC(F)(F)C(=O)Nc1n(nnc1C(=O)NC)Cc1ccccc1. (5) The molecule is S(c1n(nnn1)C1CCCC1)CC(=O)c1cc2OCCOc2cc1. The result is 0 (inactive). (6) The compound is S(c1n(c(nn1)CNc1ccc(OC)cc1)C)CC(=O)c1ccc(OC)cc1. The result is 0 (inactive). (7) The molecule is s1c(c(nc1NC(=O)CSc1n(nnn1)c1ccccc1)C)C(OCC)=O. The result is 0 (inactive). (8) The drug is s1c2n(c(c(n2)C)c2nc(sc2)Nc2nccc(c2)C)cc1. The result is 0 (inactive). (9) The drug is O1N=C(CC1c1oc(nn1)c1ccccc1)c1ccccc1. The result is 0 (inactive). (10) The molecule is Brc1c(OCC(=O)n2nc(cc2C)C)ccc(c1)C. The result is 0 (inactive).